Predict the reactants needed to synthesize the given product. From a dataset of Full USPTO retrosynthesis dataset with 1.9M reactions from patents (1976-2016). (1) Given the product [CH2:35]([O:42][C:43]1[CH:48]=[CH:47][C:46]([C:17]2[CH:16]=[C:15]([N:8]([C:6]([O:5][C:1]([CH3:4])([CH3:3])[CH3:2])=[O:7])[CH2:9][C:10]([O:12][CH2:13][CH3:14])=[O:11])[CH:20]=[CH:19][N:18]=2)=[CH:45][CH:44]=1)[C:36]1[CH:41]=[CH:40][CH:39]=[CH:38][CH:37]=1, predict the reactants needed to synthesize it. The reactants are: [C:1]([O:5][C:6]([N:8]([C:15]1[CH:20]=[CH:19][N:18]=[C:17](Cl)[CH:16]=1)[CH2:9][C:10]([O:12][CH2:13][CH3:14])=[O:11])=[O:7])([CH3:4])([CH3:3])[CH3:2].C(=O)([O-])[O-].[K+].[K+].C1(C)C=CC=CC=1.[CH2:35]([O:42][C:43]1[CH:48]=[CH:47][C:46](B(O)O)=[CH:45][CH:44]=1)[C:36]1[CH:41]=[CH:40][CH:39]=[CH:38][CH:37]=1. (2) Given the product [C:39]([O:42][CH2:43][CH2:44][CH2:45][CH2:46][C:47]([O:1][C@@:2]([CH3:38])([C:3](=[O:35])[C@@H:4]([NH:12][C:13](=[O:34])[C@@H:14]([NH:18][C:19](=[O:33])[C@@H:20]([NH:24][C:25]([C:27]1[S:31][C:30]([CH3:32])=[N:29][CH:28]=1)=[O:26])[CH2:21][O:22][CH3:23])[CH2:15][O:16][CH3:17])[CH2:5][C:6]1[CH:7]=[CH:8][CH:9]=[CH:10][CH:11]=1)[CH2:36][I:37])=[O:48])(=[O:41])[CH3:40], predict the reactants needed to synthesize it. The reactants are: [OH:1][C@:2]([CH3:38])([CH2:36][I:37])[C:3](=[O:35])[C@@H:4]([NH:12][C:13](=[O:34])[C@@H:14]([NH:18][C:19](=[O:33])[C@@H:20]([NH:24][C:25]([C:27]1[S:31][C:30]([CH3:32])=[N:29][CH:28]=1)=[O:26])[CH2:21][O:22][CH3:23])[CH2:15][O:16][CH3:17])[CH2:5][C:6]1[CH:11]=[CH:10][CH:9]=[CH:8][CH:7]=1.[C:39]([O:42][CH2:43][CH2:44][CH2:45][CH2:46][C:47](O[C:47](=[O:48])[CH2:46][CH2:45][CH2:44][CH2:43][O:42][C:39](=[O:41])[CH3:40])=[O:48])(=[O:41])[CH3:40]. (3) The reactants are: Br[C:2]1[CH:7]=[CH:6][CH:5]=[CH:4][N:3]=1.[CH2:8]([C:12]1[O:16][N:15]=[C:14]([C:17]2[CH:22]=[CH:21][C:20]([F:23])=[CH:19][CH:18]=2)[CH:13]=1)[CH2:9][C:10]#[CH:11]. Given the product [F:23][C:20]1[CH:19]=[CH:18][C:17]([C:14]2[CH:13]=[C:12]([CH2:8][CH2:9][C:10]#[C:11][C:2]3[CH:7]=[CH:6][CH:5]=[CH:4][N:3]=3)[O:16][N:15]=2)=[CH:22][CH:21]=1, predict the reactants needed to synthesize it. (4) Given the product [NH2:23][CH2:22][C@@H:3]1[C@H:2]([OH:1])[CH2:6][N:5]([CH2:7][CH2:8][N:9]2[C:14](=[O:15])[CH:13]=[N:12][C:11]3[CH:16]=[CH:17][C:18]([O:20][CH3:21])=[N:19][C:10]2=3)[CH2:4]1, predict the reactants needed to synthesize it. The reactants are: [OH:1][C@@H:2]1[CH2:6][N:5]([CH2:7][CH2:8][N:9]2[C:14](=[O:15])[CH:13]=[N:12][C:11]3[CH:16]=[CH:17][C:18]([O:20][CH3:21])=[N:19][C:10]2=3)[CH2:4][C@@H:3]1[CH2:22][NH:23]C(=O)OCC1C=CC=CC=1. (5) Given the product [CH3:22][O:1][C@@H:2]1[CH2:10][C:9]2[C:4](=[CH:5][CH:6]=[CH:7][CH:8]=2)[C@H:3]1[N:11]1[C:12](=[O:21])[C:13]2[C:18](=[CH:17][CH:16]=[CH:15][CH:14]=2)[C:19]1=[O:20], predict the reactants needed to synthesize it. The reactants are: [OH:1][C@@H:2]1[CH2:10][C:9]2[C:4](=[CH:5][CH:6]=[CH:7][CH:8]=2)[C@H:3]1[N:11]1[C:19](=[O:20])[C:18]2[C:13](=[CH:14][CH:15]=[CH:16][CH:17]=2)[C:12]1=[O:21].[CH3:22][Si](C)(C)[N-][Si](C)(C)C.[Li+].CI.